Dataset: Forward reaction prediction with 1.9M reactions from USPTO patents (1976-2016). Task: Predict the product of the given reaction. (1) Given the reactants [O:1]=[C:2]1[C:10]2[C:9]([NH:11][C:12]3[CH:13]=[C:14]([CH3:18])[CH:15]=[CH:16][CH:17]=3)=[N:8][C:7]([N:19]3[CH2:24][CH2:23][CH2:22][CH2:21][CH:20]3[CH2:25][NH:26]C(=O)OC(C)(C)C)=[N:6][C:5]=2[CH2:4][NH:3]1.Cl, predict the reaction product. The product is: [NH2:26][CH2:25][CH:20]1[CH2:21][CH2:22][CH2:23][CH2:24][N:19]1[C:7]1[N:8]=[C:9]([NH:11][C:12]2[CH:13]=[C:14]([CH3:18])[CH:15]=[CH:16][CH:17]=2)[C:10]2[C:2](=[O:1])[NH:3][CH2:4][C:5]=2[N:6]=1. (2) Given the reactants [CH3:1][O:2][C:3]1[N:8]=[CH:7][C:6]2[CH:9](O)[CH2:10][CH2:11][C:5]=2[CH:4]=1.[O-]S([O-])(=O)=O.[Mg+2].CS(C1C=CC(C)=CC=1)(=O)=O, predict the reaction product. The product is: [CH3:1][O:2][C:3]1[N:8]=[CH:7][C:6]2[CH:9]=[CH:10][CH2:11][C:5]=2[CH:4]=1. (3) The product is: [CH2:1]([O:8][C:9]1[C:14]([Cl:15])=[N:13][CH:12]=[C:11]([CH2:16][O:17][Si:22]([C:18]([CH3:21])([CH3:20])[CH3:19])([CH3:25])[CH3:24])[CH:10]=1)[C:2]1[CH:3]=[CH:4][CH:5]=[CH:6][CH:7]=1. Given the reactants [CH2:1]([O:8][C:9]1[CH:10]=[C:11]([CH2:16][OH:17])[CH:12]=[N:13][C:14]=1[Cl:15])[C:2]1[CH:7]=[CH:6][CH:5]=[CH:4][CH:3]=1.[C:18]([Si:22]([CH3:25])([CH3:24])Cl)([CH3:21])([CH3:20])[CH3:19].N1C=CN=C1.O, predict the reaction product. (4) Given the reactants [CH3:1][CH:2]1[O:7][C:6]2[CH:8]=[CH:9][C:10]([N+:12]([O-])=O)=[CH:11][C:5]=2[N:4]([C:15](=[O:18])[CH:16]=[CH2:17])[CH2:3]1.[Sn](Cl)Cl, predict the reaction product. The product is: [NH2:12][C:10]1[CH:9]=[CH:8][C:6]2[O:7][CH:2]([CH3:1])[CH2:3][N:4]([C:15](=[O:18])[CH:16]=[CH2:17])[C:5]=2[CH:11]=1. (5) Given the reactants [CH:1]1[C:13]2[CH:12]([CH2:14][O:15][C:16]([NH:18][C@@H:19]([CH:30]([CH3:32])[CH3:31])[C:20](ON3C(=O)CCC3=O)=[O:21])=[O:17])[C:11]3[C:6](=[CH:7][CH:8]=[CH:9][CH:10]=3)[C:5]=2[CH:4]=[CH:3][CH:2]=1.[NH2:33][C@@H:34]([CH2:68][CH2:69][CH2:70][NH:71][C:72]([NH2:74])=[O:73])[C:35]([NH:37][C:38]1[CH:67]=[CH:66][C:41]([CH2:42][O:43][C:44]2[C:45]3[CH:65]=[CH:64][CH:63]=[CH:62][C:46]=3[C:47]3[C@H:48]([CH2:60][Cl:61])[CH2:49][N:50]([C:53]([O:55][C:56]([CH3:59])([CH3:58])[CH3:57])=[O:54])[C:51]=3[CH:52]=2)=[CH:40][CH:39]=1)=[O:36], predict the reaction product. The product is: [CH:10]1[C:11]2[CH:12]([CH2:14][O:15][C:16]([NH:18][C@@H:19]([CH:30]([CH3:32])[CH3:31])[C:20]([NH:33][C@@H:34]([CH2:68][CH2:69][CH2:70][NH:71][C:72]([NH2:74])=[O:73])[C:35]([NH:37][C:38]3[CH:39]=[CH:40][C:41]([CH2:42][O:43][C:44]4[C:45]5[CH:65]=[CH:64][CH:63]=[CH:62][C:46]=5[C:47]5[C@H:48]([CH2:60][Cl:61])[CH2:49][N:50]([C:53]([O:55][C:56]([CH3:58])([CH3:57])[CH3:59])=[O:54])[C:51]=5[CH:52]=4)=[CH:66][CH:67]=3)=[O:36])=[O:21])=[O:17])[C:13]3[C:5](=[CH:4][CH:3]=[CH:2][CH:1]=3)[C:6]=2[CH:7]=[CH:8][CH:9]=1. (6) Given the reactants [CH:1]([C:4]1[C:9](=[O:10])[NH:8][C:7](=[O:11])[NH:6][C:5]=1OC1C=C(C=C(C)C=1)C#N)([CH3:3])[CH3:2].[C:22](=[O:25])([O-])[O-].[K+].[K+].[I-].[Li+].Cl[CH2:31][C:32]1[CH:37]=[C:36]([CH3:38])[N:35]=[C:34]([N:39]2[C:47](=[O:48])[C:46]3[C:41](=[CH:42][CH:43]=[CH:44][CH:45]=3)[C:40]2=[O:49])[CH:33]=1.C[N:51]([CH:53]=O)C, predict the reaction product. The product is: [O:49]=[C:40]1[C:41]2[C:46](=[CH:45][CH:44]=[CH:43][CH:42]=2)[C:47](=[O:48])[N:39]1[C:34]1[CH:33]=[C:32]([CH2:31][N:6]2[C:5]([C:22]([C:45]3[CH:44]=[C:43]([CH:42]=[C:41]([CH3:40])[CH:46]=3)[C:53]#[N:51])=[O:25])=[C:4]([CH:1]([CH3:2])[CH3:3])[C:9](=[O:10])[NH:8][C:7]2=[O:11])[CH:37]=[C:36]([CH3:38])[N:35]=1. (7) Given the reactants [O:1]=[C:2]1[N:6]([C:7]2[CH:8]=[CH:9][C:10]3[C:16](=[O:17])[CH2:15][CH2:14][CH2:13][CH2:12][C:11]=3[CH:18]=2)[CH2:5][C@H:4]([CH2:19][NH:20][C:21](=[O:23])[CH3:22])[O:3]1.CC(C)([O-])C.[Li+].[S:30]1[CH:34]=[C:33]([C:35](OCC)=[O:36])[N:32]=[CH:31]1, predict the reaction product. The product is: [O:1]=[C:2]1[N:6]([C:7]2[CH:8]=[CH:9][C:10]3[C:16](=[O:17])[CH:15]([C:35]([C:33]4[N:32]=[CH:31][S:30][CH:34]=4)=[O:36])[CH2:14][CH2:13][CH2:12][C:11]=3[CH:18]=2)[CH2:5][C@H:4]([CH2:19][NH:20][C:21](=[O:23])[CH3:22])[O:3]1. (8) Given the reactants [CH3:1][O:2][C:3](=[O:16])[C@H:4]([CH2:14][OH:15])[NH:5][C:6](=O)[C:7]1[CH:12]=[CH:11][CH:10]=[CH:9][CH:8]=1.S(Cl)(Cl)=O, predict the reaction product. The product is: [C:7]1([C:6]2[O:15][CH2:14][C@@H:4]([C:3]([O:2][CH3:1])=[O:16])[N:5]=2)[CH:12]=[CH:11][CH:10]=[CH:9][CH:8]=1. (9) Given the reactants [CH3:1][N:2]([CH3:29])[C:3]1([CH2:25][CH2:26][CH2:27][CH3:28])[CH2:8][CH2:7][C:6]([C:9]2[NH:10][C:11]3[C:16]([C:17]=2[CH2:18][C:19]2[CH:24]=[CH:23][CH:22]=[CH:21][CH:20]=2)=[CH:15][CH:14]=[CH:13][CH:12]=3)=[CH:5][CH2:4]1.[Sn], predict the reaction product. The product is: [CH2:18]([C:17]1[C:16]2[C:11](=[CH:12][CH:13]=[CH:14][CH:15]=2)[NH:10][C:9]=1[CH:6]1[CH2:7][CH2:8][C:3]([CH2:25][CH2:26][CH2:27][CH3:28])([N:2]([CH3:1])[CH3:29])[CH2:4][CH2:5]1)[C:19]1[CH:20]=[CH:21][CH:22]=[CH:23][CH:24]=1.